Task: Predict the reactants needed to synthesize the given product.. Dataset: Full USPTO retrosynthesis dataset with 1.9M reactions from patents (1976-2016) Given the product [O:4]1[C:5]2([CH2:6][CH2:7][CH:8]([N:11]3[C:44](=[O:45])[C:43]([CH2:42][C:39]4[CH:40]=[CH:41][C:36]([C:31]5[C:30]([C:28]#[N:29])=[CH:35][CH:34]=[CH:33][CH:32]=5)=[C:37]([CH3:54])[CH:38]=4)=[C:49]([CH2:50][CH2:51][CH3:52])[N:16]4[N:15]=[CH:14][CH:13]=[C:12]34)[CH2:9][CH2:10]2)[O:1][CH2:2][CH2:3]1, predict the reactants needed to synthesize it. The reactants are: [O:1]1[C:5]2([CH2:10][CH2:9][CH:8]([NH:11][C:12]3[NH:16][N:15]=[CH:14][CH:13]=3)[CH2:7][CH2:6]2)[O:4][CH2:3][CH2:2]1.N12CCCN=C1CCCCC2.[C:28]([C:30]1[CH:35]=[CH:34][CH:33]=[CH:32][C:31]=1[C:36]1[CH:41]=[CH:40][C:39]([CH2:42][CH:43]([C:49](=O)[CH2:50][CH2:51][CH3:52])[C:44](OCC)=[O:45])=[CH:38][C:37]=1[CH3:54])#[N:29].C(OCC)(=O)C.